From a dataset of Catalyst prediction with 721,799 reactions and 888 catalyst types from USPTO. Predict which catalyst facilitates the given reaction. Reactant: [CH:1]([C:3]1[N:4]([CH3:20])[C:5]([C:14]2[CH:19]=[CH:18][N:17]=[CH:16][CH:15]=2)=[C:6]([C:8]2[CH:13]=[CH:12][CH:11]=[CH:10][CH:9]=2)[N:7]=1)=[O:2].[BH4-].[Na+]. Product: [OH:2][CH2:1][C:3]1[N:4]([CH3:20])[C:5]([C:14]2[CH:15]=[CH:16][N:17]=[CH:18][CH:19]=2)=[C:6]([C:8]2[CH:9]=[CH:10][CH:11]=[CH:12][CH:13]=2)[N:7]=1. The catalyst class is: 5.